This data is from NCI-60 drug combinations with 297,098 pairs across 59 cell lines. The task is: Regression. Given two drug SMILES strings and cell line genomic features, predict the synergy score measuring deviation from expected non-interaction effect. Drug 1: CN(C)N=NC1=C(NC=N1)C(=O)N. Drug 2: C1=NC2=C(N1)C(=S)N=C(N2)N. Cell line: MOLT-4. Synergy scores: CSS=48.1, Synergy_ZIP=-1.42, Synergy_Bliss=-2.25, Synergy_Loewe=-34.1, Synergy_HSA=-2.10.